Dataset: Human Reference Interactome with 51,813 positive PPI pairs across 8,248 proteins, plus equal number of experimentally-validated negative pairs. Task: Binary Classification. Given two protein amino acid sequences, predict whether they physically interact or not. (1) Protein 1 (ENSG00000141570) has sequence MELSAVGERVFAAEALLKRRIRKGRMEYLVKWKGWSQKYSTWEPEENILDARLLAAFEEREREMELYGPKKRGPKPKTFLLKAQAKAKAKTYEFRSDSARGIRIPYPGRSPQDLASTSRAREGLRNMGLSPPASSTSTSSTCRAEAPRDRDRDRDRDRERDRERERERERERERERERERGTSRVDDKPSSPGDSSKKRGPKPRKELPDPSQRPLGEPSAGLGEYLKGRKLDDTPSGAGKFPAGHSVIQLARRQDSDLVQCGVTSPSSAEATGKLAVDTFPARVIKHRAAFLEAKGQGAL.... Protein 2 (ENSG00000166886) has sequence MHRAPSPTAEQPPGGGDSARRTLQPRLKPSARAMALPRTLGELQLYRVLQRANLLSYYETFIQQGGDDVQQLCEAGEEEFLEIMALVGMATKPLHVRRLQKALREWATNPGLFSQPVPAVPVSSIPLFKISETAGTRKGSMSNGHGSPGEKAGSARSFSPKSPLELGEKLSPLPGGPGAGDPRIWPGRSTPESDVGAGGEEEAGSPPFSPPAGGGVPEGTGAGGLAAGGTGGGPDRLEPEMVRMVVESVERIFRSFPRGDAGEVTSLLKLNKKLARSVGHIFEMDDNDSQKEEEIRKYSI.... Result: 1 (the proteins interact). (2) Protein 1 (ENSG00000187957) has sequence MQPRRAQAPGAQLLPALALLLLLLGAGPRGSSLANPVPAAPLSAPGPCAAQPCRNGGVCTSRPEPDPQHPAPAGEPGYSCTCPAGISGANCQLVADPCASNPCHHGNCSSSSSSSSDGYLCICNEGYEGPNCEQALPSLPATGWTESMAPRQLQPVPATQEPDKILPRSQATVTLPTWQPKTGQKVVEMKWDQVEVIPDIACGNASSNSSAGGRLVSFEVPQNTSVKIRQDATASLILLWKVTATGFQQCSLIDGRSVTPLQASGGLVLLEEMLALGNNHFIGFVNDSVTKSIVALRLTL.... Protein 2 (ENSG00000198271) has sequence MVSSCCGSVSSEQSCGLENCCRPSCCQTTCCRTTCCRPSCCKPQCCQSVCYQPTCCHPSCCISSCCRPYCCESSCCRPCCCQTTCCRTTCCRTTCCCPSCCVSSCCRPQCCQSVCCQPTCCRPSCCISSCCHPSCCESSCCRPCCCVRPVCGRVSCHTTCYRPTCVISTCPRPLCCASSCC*. Result: 0 (the proteins do not interact). (3) Protein 1 (ENSG00000107187) has sequence MEARGELGPARESAGGDLLLALLARRADLRREIPLCAGCDQHILDRFILKALDRHWHSKCLKCSDCHTPLAERCFSRGESVYCKDDFFKRFGTKCAACQLGIPPTQVVRRAQDFVYHLHCFACVVCKRQLATGDEFYLMEDSRLVCKADYETAKQREAEATAKRPRTTITAKQLETLKSAYNTSPKPARHVREQLSSETGLDMRVVQVWFQNRRAKEKRLKKDAGRQRWGQYFRNMKRSRGGSKSDKDSVQEGQDSDAEVSFPDEPSLAEMGPANGLYGSLGEPTQALGRPSGALGNFSL.... Protein 2 (ENSG00000173207) has sequence MSHKQIYYSDKYDDEEFEYRHVMLPKDIAKLVPKTHLMSESEWRNLGVQQSQGWVHYMIHEPEPHILLFRRPLPKKPKK*MRTRHVMLPKDIAKLVPKTHLMSESEWRNLGVQQSQGWVHYMIHEPEPHILLFRRPLPKKPKK*MSHKQIYYSDKYDDEEFEYRHVMLPKDIAKLVPKTHLMSESEWRNLGVQQSQGWVHYMIHEPGQCTG*. Result: 1 (the proteins interact). (4) Protein 1 (ENSG00000280071) has sequence XDGTEIHEASAILVHLSRGGAEVQIFAPDVPQMHVIDHTKGQPSEGESRNVLTESARIARGKITDLANLSAANHDAAIFPGGFGAAKNLSTFAVDGKDCKVNKEVERVLKEFHQAGKPIGGSPYSDPAKHRSLGLQLMHVIDHTKGQPSEGESRNVLTESARIARGKITDLANLSAANHDAAIFPGGFGAAKNLSTFAVDGKDCKVNKEVERVLKEFHQAGKPIGLCCIAPVLAAKVLRGVEVTVGHEQEEGGKWPYAGTAEAIKALGAKHCVKEVVEAHVDQKNKVVTTPAFMCETALH.... Protein 2 (ENSG00000115738) has sequence MKAFSPVRSVRKNSLSDHSLGISRSKTPVDDPMSLLYNMNDCYSKLKELVPSIPQNKKVSKMEILQHVIDYILDLQIALDSHPTIVSLHHQRPGQNQASRTPLTTLNTDISILSLQASEFPSELMSNDSKALCG*. Result: 0 (the proteins do not interact). (5) Protein 1 (ENSG00000149273) has sequence MAVQISKKRKFVADGIFKAELNEFLTRELAEDGYSGVEVRVTPTRTEIIILATRTQNVLGEKGRRIRELTAVVQKRFGFPEGSVELKIMVMVTGYPLLPLKLYAEKVATRGLCAIAQAESLRYKLLGGLAVRRACYGVLRFIMESGAKGCEVVVSGKLRGQRAKSMKFVDGLMIHSGDPVNYYVDTAVRHVLLRQGVLGIKVKIMLPWDPTGKIGPKKPLPDHVSIVEPKDEILPTTPISEQKGGKPEPPAMPQPVPTA*MESGAKGCEVVVSGKLRGQRAKSMKFVDGLMIHSGDPVNY.... Protein 2 (ENSG00000174428) has sequence MAQVAVSTLPVEEESSSETRMVVTFLVSALESMCKELAKSKAEVACIAVYETDVFVVGTERGCAFVNARTDFQKDFAKYCVAEGLCEVKPPCPVNGMQVHSGETEILRKAVEDYFCFCYGKALGTTVMVPVPYEKMLRDQSAVVVQGLPEGVAFQHPENYDLATLKWILENKAGISFIINRPFLGPESQLGGPGMVTDAERSIVSPSERHFTESRSCLSQERIRRS*MAQVAVSTLPVEEESSSETRMVVTFLVSALESMCKELAKSKAEVACIAVYETDVFVVGTERGCAFVNARTDFQ.... Result: 0 (the proteins do not interact). (6) Protein 1 (ENSG00000167985) has sequence MAVSTVFSTSSLMLALSRHSLLSPLLSVTSFRRFYRGDSPTDSQKDMIEIPLPPWQERTDESIETKRARLLYESRKRGMLENCILLSLFAKEHLQHMTEKQLNLYDRLINEPSNDWDIYYWATEAKPAPEIFENEVMALLRDFAKNKNKEQRLRAPDLEYLFEKPR*MAVSTVFSTSSLMLALSRHSLLSPLLSVTSFRRFYRGDSPTDSQKDMIEIPLPPWQERTDESIETKRARLLYESRKRGMLENCILLSLFAKEHLQHMTEKQLNLYDRLINEPSNDWDIYYWATGWSAMA*MAV.... Protein 2 (ENSG00000186115) has sequence MSQLSLSWLGLWPVAASPWLLLLLVGASWLLAHVLAWTYAFYDNCRRLRCFPQPPRRNWFWGHQGMIHSSEEGLLYTQSLACTFGDMGCWWVGPWQAVIHIFLPTCIKPVLFAPAAIAPKDKFFYSFLEPWLGDGLLLSAGDKWSRHRRMLTPAFHFNILKPYMKIFNESVNIMHAKWQLLASEGSACLDMFEHISLMTLDSLQKCVFSFDSHCQEKPSEYIAAILELSALVSKRHHEILLHIDFLYYLTPDGQRFRRACRLVHDFTDAVIQERRRTLPSQGVDDFLQAKAKSKTLDFID.... Result: 1 (the proteins interact).